Task: Regression. Given two drug SMILES strings and cell line genomic features, predict the synergy score measuring deviation from expected non-interaction effect.. Dataset: NCI-60 drug combinations with 297,098 pairs across 59 cell lines (1) Drug 1: C1=CC(=C2C(=C1NCCNCCO)C(=O)C3=C(C=CC(=C3C2=O)O)O)NCCNCCO. Drug 2: COC1=C2C(=CC3=C1OC=C3)C=CC(=O)O2. Cell line: OVCAR3. Synergy scores: CSS=29.3, Synergy_ZIP=11.4, Synergy_Bliss=11.7, Synergy_Loewe=-19.5, Synergy_HSA=3.29. (2) Drug 1: C1=CC(=CC=C1CCC2=CNC3=C2C(=O)NC(=N3)N)C(=O)NC(CCC(=O)O)C(=O)O. Drug 2: CC1=C(C(=O)C2=C(C1=O)N3CC4C(C3(C2COC(=O)N)OC)N4)N. Cell line: HT29. Synergy scores: CSS=54.6, Synergy_ZIP=-2.60, Synergy_Bliss=-3.12, Synergy_Loewe=2.49, Synergy_HSA=4.25.